This data is from Catalyst prediction with 721,799 reactions and 888 catalyst types from USPTO. The task is: Predict which catalyst facilitates the given reaction. (1) Reactant: C([O:9][CH2:10][C:11]1[O:15][N:14]=[C:13]([CH3:16])[C:12]=1[C:17]1[C:26]2[O:25][CH2:24][CH:23]([C:27]3[CH:32]=[CH:31][CH:30]=[CH:29][N:28]=3)[N:22]3[C:33](=[O:35])[NH:34][C:20]([C:21]=23)=[CH:19][CH:18]=1)(=O)C1C=CC=CC=1.[OH-].[Li+].O. Product: [OH:9][CH2:10][C:11]1[O:15][N:14]=[C:13]([CH3:16])[C:12]=1[C:17]1[C:26]2[O:25][CH2:24][CH:23]([C:27]3[CH:32]=[CH:31][CH:30]=[CH:29][N:28]=3)[N:22]3[C:33](=[O:35])[NH:34][C:20]([C:21]=23)=[CH:19][CH:18]=1. The catalyst class is: 83. (2) Reactant: [CH2:1]([NH:3][C:4]([C:6]1[N:7]=[CH:8][S:9][C:10]=1[C:11]([F:14])([F:13])[F:12])=[O:5])[CH3:2].C([Li])CCC.C(Br)(Br)(Br)[Br:21]. Product: [Br:21][C:8]1[S:9][C:10]([C:11]([F:13])([F:14])[F:12])=[C:6]([C:4]([NH:3][CH2:1][CH3:2])=[O:5])[N:7]=1. The catalyst class is: 7. (3) Reactant: C(O[BH-](OC(=O)C)OC(=O)C)(=O)C.[Na+].[Cl:15][C:16]1[C:17]([CH:27]=O)=[N:18][CH:19]=[C:20]([N:22]([CH3:26])[CH2:23][CH2:24][CH3:25])[N:21]=1.[CH2:29]([NH:36][CH2:37][CH2:38][OH:39])[C:30]1[CH:35]=[CH:34][CH:33]=[CH:32][CH:31]=1.C(=O)([O-])O.[Na+]. Product: [CH2:29]([N:36]([CH2:27][C:17]1[C:16]([Cl:15])=[N:21][C:20]([N:22]([CH3:26])[CH2:23][CH2:24][CH3:25])=[CH:19][N:18]=1)[CH2:37][CH2:38][OH:39])[C:30]1[CH:35]=[CH:34][CH:33]=[CH:32][CH:31]=1. The catalyst class is: 477. (4) Reactant: [CH3:1][C:2]1[N:3]=[C:4]2[S:19][CH:18]=[CH:17][N:5]2[C:6](=[O:16])[C:7]=1[C:8]1[CH:15]=[CH:14][C:11]([C:12]#[N:13])=[CH:10][CH:9]=1.[CH:20](=O)[C:21]1[CH:26]=[CH:25][CH:24]=[N:23][CH:22]=1.[O-]CC.[Na+]. Product: [O:16]=[C:6]1[N:5]2[CH:17]=[CH:18][S:19][C:4]2=[N:3][C:2](/[CH:1]=[CH:20]/[C:21]2[CH:22]=[N:23][CH:24]=[CH:25][CH:26]=2)=[C:7]1[C:8]1[CH:9]=[CH:10][C:11]([C:12]#[N:13])=[CH:14][CH:15]=1. The catalyst class is: 8.